From a dataset of CYP2C19 inhibition data for predicting drug metabolism from PubChem BioAssay. Regression/Classification. Given a drug SMILES string, predict its absorption, distribution, metabolism, or excretion properties. Task type varies by dataset: regression for continuous measurements (e.g., permeability, clearance, half-life) or binary classification for categorical outcomes (e.g., BBB penetration, CYP inhibition). Dataset: cyp2c19_veith. (1) The molecule is O=c1c(-c2cccs2)nc2cnc(N3CCNCC3)nc2n1C1CC1. The result is 0 (non-inhibitor). (2) The compound is CC(=O)c1ccc(N2CCC(c3cc(-c4ccc(Cl)cc4)n[nH]3)CC2)c([N+](=O)[O-])c1. The result is 1 (inhibitor).